Dataset: Forward reaction prediction with 1.9M reactions from USPTO patents (1976-2016). Task: Predict the product of the given reaction. (1) Given the reactants [Cl:1][C:2]1[CH:3]=[C:4]([CH:6]=[C:7]([Cl:9])[CH:8]=1)[NH2:5].[CH3:10]CN(C(C)C)C(C)C.C(Cl)(Cl)=S.[CH3:23][NH:24][C:25]1[CH:30]=[CH:29][CH:28]=[CH:27][C:26]=1[NH2:31].CI, predict the reaction product. The product is: [Cl:1][C:2]1[CH:3]=[C:4]([NH:5][C:23]2[N:31]([CH3:10])[C:26]3[CH:27]=[CH:28][CH:29]=[CH:30][C:25]=3[N:24]=2)[CH:6]=[C:7]([Cl:9])[CH:8]=1. (2) The product is: [F:1][C:2]1[CH:7]=[CH:6][C:5]([C:8]2[CH:16]=[C:15]([CH:17]([O:25][CH2:26][CH2:27][N:28]3[CH:32]=[CH:31][N:30]=[CH:29]3)[C:18]3[CH:23]=[CH:22][C:21]([F:24])=[CH:20][CH:19]=3)[CH:14]=[CH:13][C:9]=2[C:10]([NH:33][C@@H:34]([CH2:45][CH2:46][S:47][CH3:48])[C:35]([O:37][CH:38]2[CH2:39][CH2:40][N:41]([CH3:44])[CH2:42][CH2:43]2)=[O:36])=[O:11])=[CH:4][CH:3]=1. Given the reactants [F:1][C:2]1[CH:7]=[CH:6][C:5]([C:8]2[CH:16]=[C:15]([CH:17]([O:25][CH2:26][CH2:27][N:28]3[CH:32]=[CH:31][N:30]=[CH:29]3)[C:18]3[CH:23]=[CH:22][C:21]([F:24])=[CH:20][CH:19]=3)[CH:14]=[CH:13][C:9]=2[C:10](O)=[O:11])=[CH:4][CH:3]=1.[NH2:33][C@@H:34]([CH2:45][CH2:46][S:47][CH3:48])[C:35]([O:37][CH:38]1[CH2:43][CH2:42][N:41]([CH3:44])[CH2:40][CH2:39]1)=[O:36], predict the reaction product. (3) Given the reactants CO[C:3]1[CH:8]=[CH:7][CH:6]=[CH:5][C:4]=1[S:9][CH2:10][CH2:11][CH2:12][N:13]([C@H:29]1[CH2:34][CH2:33][C@H:32]([CH3:35])[CH2:31][CH2:30]1)[C:14](=[O:28])[NH:15][C:16]1[S:17][C:18]([S:21][C:22]([CH3:27])([CH3:26])[C:23]([OH:25])=[O:24])=[CH:19][N:20]=1.[F:36]C1C=CC=CC=1S.C(OC(=O)C(SC1SC(N)=NC=1)(C)C)C, predict the reaction product. The product is: [F:36][C:3]1[CH:8]=[CH:7][CH:6]=[CH:5][C:4]=1[S:9][CH2:10][CH2:11][CH2:12][N:13]([C@H:29]1[CH2:34][CH2:33][C@H:32]([CH3:35])[CH2:31][CH2:30]1)[C:14](=[O:28])[NH:15][C:16]1[S:17][C:18]([S:21][C:22]([CH3:27])([CH3:26])[C:23]([OH:25])=[O:24])=[CH:19][N:20]=1. (4) Given the reactants [CH:1]1[CH:2]=[CH:3][C:4](/[CH:7]=[CH:8]/[C:9](/[CH:11]=[CH:12]/[C:13]2[CH:18]=[CH:17][CH:16]=[CH:15][CH:14]=2)=[O:10])=[CH:5][CH:6]=1.[CH:19]1[CH:20]=[CH:21][C:22](/[CH:25]=[CH:26]/[C:27](/[CH:29]=[CH:30]/[C:31]2[CH:36]=[CH:35][CH:34]=[CH:33][CH:32]=2)=[O:28])=[CH:23][CH:24]=1.[CH:37]1[CH:38]=[CH:39][C:40](/[CH:43]=[CH:44]/[C:45](/[CH:47]=[CH:48]/[C:49]2[CH:54]=[CH:53][CH:52]=[CH:51][CH:50]=2)=[O:46])=[CH:41][CH:42]=1.[Pd:55].[Pd].[CH3:57][CH:58]([C:60]1[CH:65]=[C:64]([CH:66]([CH3:68])[CH3:67])[C:63]([C:69]2[CH:74]=[CH:73][CH:72]=[CH:71][C:70]=2[P:75]([CH:82]2[CH2:87][CH2:86][CH2:85][CH2:84][CH2:83]2)[CH:76]2[CH2:81][CH2:80][CH2:79][CH2:78][CH2:77]2)=[C:62]([CH:88]([CH3:90])[CH3:89])[CH:61]=1)[CH3:59].CC([O-])(C)C.[Na+].N#N, predict the reaction product. The product is: [CH:16]1[CH:15]=[CH:14][C:13](/[CH:12]=[CH:11]/[C:9](/[CH:8]=[CH:7]/[C:4]2[CH:5]=[CH:6][CH:1]=[CH:2][CH:3]=2)=[O:10])=[CH:18][CH:17]=1.[CH:34]1[CH:33]=[CH:32][C:31](/[CH:30]=[CH:29]/[C:27](/[CH:26]=[CH:25]/[C:22]2[CH:23]=[CH:24][CH:19]=[CH:20][CH:21]=2)=[O:28])=[CH:36][CH:35]=1.[CH:52]1[CH:51]=[CH:50][C:49](/[CH:48]=[CH:47]/[C:45](/[CH:44]=[CH:43]/[C:40]2[CH:41]=[CH:42][CH:37]=[CH:38][CH:39]=2)=[O:46])=[CH:54][CH:53]=1.[Pd:55].[Pd:55].[CH3:59][CH:58]([C:60]1[CH:65]=[C:64]([CH:66]([CH3:67])[CH3:68])[C:63]([C:69]2[CH:74]=[CH:73][CH:72]=[CH:71][C:70]=2[P:75]([CH:82]2[CH2:83][CH2:84][CH2:85][CH2:86][CH2:87]2)[CH:76]2[CH2:81][CH2:80][CH2:79][CH2:78][CH2:77]2)=[C:62]([CH:88]([CH3:90])[CH3:89])[CH:61]=1)[CH3:57]. (5) Given the reactants [CH3:1][NH:2][CH3:3].O=[C:5]([CH3:17])[CH2:6][CH:7]1[CH2:15][C:14]2[C:9](=[CH:10][CH:11]=[CH:12][CH:13]=2)[C:8]1=[O:16].[BH-](OC(C)=O)(OC(C)=O)OC(C)=O.[Na+], predict the reaction product. The product is: [CH3:1][N:2]([CH3:3])[CH:5]([CH3:17])[CH2:6][CH:7]1[CH2:15][C:14]2[C:9](=[CH:10][CH:11]=[CH:12][CH:13]=2)[C:8]1=[O:16]. (6) Given the reactants C1([N:7]=[C:8]=[O:9])C=CC=CC=1.CCN(CC)CC.Cl.[CH3:18][O:19][C:20](=[O:23])[CH2:21][NH2:22], predict the reaction product. The product is: [CH3:18][O:19][C:20](=[O:23])[CH2:21][NH:22][C:8]([NH2:7])=[O:9].